This data is from Forward reaction prediction with 1.9M reactions from USPTO patents (1976-2016). The task is: Predict the product of the given reaction. (1) Given the reactants [CH:1]([NH2:4])([CH3:3])[CH3:2].Cl[CH2:6][S:7](Cl)(=[O:9])=[O:8].C(N(CC)CC)C.C(=O)([O-])[O-].[K+].[K+].[Br:24][C:25]1[C:26](=[O:42])[NH:27][N:28]=[CH:29][C:30]=1[NH:31][C@@H:32]1[CH2:37][C@@H:36]2[CH2:38][C@@H:34]([C:35]2([CH3:40])[CH3:39])[C@H:33]1[CH3:41].[Cl-].[NH4+], predict the reaction product. The product is: [Br:24][C:25]1[C:26](=[O:42])[N:27]([CH2:6][S:7]([NH:4][CH:1]([CH3:3])[CH3:2])(=[O:9])=[O:8])[N:28]=[CH:29][C:30]=1[NH:31][C@@H:32]1[CH2:37][C@@H:36]2[CH2:38][C@@H:34]([C:35]2([CH3:40])[CH3:39])[C@H:33]1[CH3:41]. (2) Given the reactants [C:1]([O:5][C:6]([NH:8][C@H:9]([CH2:14][C:15]1[CH:20]=[C:19]([F:21])[CH:18]=[CH:17][C:16]=1[F:22])[CH2:10][C:11]([OH:13])=O)=[O:7])([CH3:4])([CH3:3])[CH3:2].Cl.CN(C)CCCN=C=NCC.ON1C2C=CC=CC=2N=N1.[NH:45]([C:47]1[C:56]2[C:51](=[CH:52][CH:53]=[CH:54][CH:55]=2)[CH:50]=[CH:49][N:48]=1)[NH2:46].C(N(CC)C(C)C)(C)C, predict the reaction product. The product is: [C:1]([O:5][C:6](=[O:7])[NH:8][C@H:9]([CH2:14][C:15]1[CH:20]=[C:19]([F:21])[CH:18]=[CH:17][C:16]=1[F:22])[CH2:10][C:11]([NH:46][NH:45][C:47]1[C:56]2[C:51](=[CH:52][CH:53]=[CH:54][CH:55]=2)[CH:50]=[CH:49][N:48]=1)=[O:13])([CH3:2])([CH3:3])[CH3:4].